Dataset: Forward reaction prediction with 1.9M reactions from USPTO patents (1976-2016). Task: Predict the product of the given reaction. (1) The product is: [C:10]1([N:7]2[C:6]3[CH:16]=[C:2]([C:27]4[N:23]([C:20]5[CH:21]=[CH:22][C:17]([CH3:31])=[CH:18][CH:19]=5)[N:24]=[CH:25][CH:26]=4)[CH:3]=[CH:4][C:5]=3[N:9]=[CH:8]2)[CH:15]=[CH:14][CH:13]=[CH:12][CH:11]=1. Given the reactants Br[C:2]1[CH:3]=[CH:4][C:5]2[N:9]=[CH:8][N:7]([C:10]3[CH:15]=[CH:14][CH:13]=[CH:12][CH:11]=3)[C:6]=2[CH:16]=1.[C:17]1([CH3:31])[CH:22]=[CH:21][C:20]([N:23]2[C:27](B(O)O)=[CH:26][CH:25]=[N:24]2)=[CH:19][CH:18]=1, predict the reaction product. (2) Given the reactants [OH-:1].[K+].[Br:3][C:4]1[C:5]([C:15]2[CH:20]=[CH:19][C:18]([F:21])=[CH:17][CH:16]=2)=[N:6][C:7]([O:12][CH2:13][CH3:14])=[C:8]([CH:11]=1)[C:9]#N.C1C[O:25][CH2:24][CH2:23]1.Cl, predict the reaction product. The product is: [Br:3][C:4]1[C:5]([C:15]2[CH:20]=[CH:19][C:18]([F:21])=[CH:17][CH:16]=2)=[N:6][C:7]([O:12][CH2:13][CH3:14])=[C:8]([CH:11]=1)[C:9]([O:25][CH2:24][CH3:23])=[O:1]. (3) Given the reactants [NH2:1][C:2]1[CH:7]=[C:6]([CH:8]([CH3:10])[CH3:9])[CH:5]=[CH:4][C:3]=1[CH2:11][CH2:12][NH:13][C:14](=[O:20])[O:15][C:16]([CH3:19])([CH3:18])[CH3:17].N1C=CC=CC=1.Cl[C:28](=[O:34])[C:29]([O:31][CH2:32][CH3:33])=[O:30].O, predict the reaction product. The product is: [C:16]([O:15][C:14]([NH:13][CH2:12][CH2:11][C:3]1[CH:4]=[CH:5][C:6]([CH:8]([CH3:9])[CH3:10])=[CH:7][C:2]=1[NH:1][C:28](=[O:34])[C:29]([O:31][CH2:32][CH3:33])=[O:30])=[O:20])([CH3:18])([CH3:17])[CH3:19]. (4) Given the reactants [Cl:1][C:2]1[CH:16]=[C:15]([N+:17]([O-])=O)[CH:14]=[CH:13][C:3]=1[C:4]([N:6]1[CH2:12][CH2:11][CH2:10][CH2:9][CH2:8][CH2:7]1)=[O:5].N, predict the reaction product. The product is: [N:6]1([C:4]([C:3]2[CH:13]=[CH:14][C:15]([NH2:17])=[CH:16][C:2]=2[Cl:1])=[O:5])[CH2:7][CH2:8][CH2:9][CH2:10][CH2:11][CH2:12]1. (5) Given the reactants [NH:1]1[CH2:6][CH2:5][CH:4]([CH2:7][NH:8][C:9](=[O:15])[O:10][C:11]([CH3:14])([CH3:13])[CH3:12])[CH2:3][CH2:2]1.C(=O)([O-])[O-].[K+].[K+].[CH3:22][CH2:23][N:24](C(C)C)C(C)C.BrCC#N, predict the reaction product. The product is: [C:11]([O:10][C:9](=[O:15])[NH:8][CH2:7][CH:4]1[CH2:5][CH2:6][N:1]([CH2:22][C:23]#[N:24])[CH2:2][CH2:3]1)([CH3:12])([CH3:14])[CH3:13].